Dataset: Buchwald-Hartwig C-N cross coupling reaction yields with 55,370 reactions. Task: Predict the reaction yield, written as a fraction of the theoretical maximum amount of product (1.0 means a 100% yield; for example, 0.34 means a 34% yield). (1) The reactants are Clc1ccccn1.Cc1ccc(N)cc1.O=S(=O)(O[Pd]1c2ccccc2-c2ccccc2N~1)C(F)(F)F.COc1ccc(OC)c(P(C(C)(C)C)C(C)(C)C)c1-c1c(C(C)C)cc(C(C)C)cc1C(C)C.CN(C)C(=NC(C)(C)C)N(C)C.COC(=O)c1ccno1. No catalyst specified. The product is Cc1ccc(Nc2ccccn2)cc1. The yield is 0.136. (2) The reactants are Ic1ccccn1.Cc1ccc(N)cc1.O=S(=O)(O[Pd]1c2ccccc2-c2ccccc2N~1)C(F)(F)F.COc1ccc(OC)c(P(C(C)(C)C)C(C)(C)C)c1-c1c(C(C)C)cc(C(C)C)cc1C(C)C.CN(C)C(=NC(C)(C)C)N(C)C.c1ccc2nocc2c1. No catalyst specified. The product is Cc1ccc(Nc2ccccn2)cc1. The yield is 0.432. (3) The reactants are CCc1ccc(Cl)cc1.Cc1ccc(N)cc1.O=S(=O)(O[Pd]1c2ccccc2-c2ccccc2N~1)C(F)(F)F.CC(C)c1cc(C(C)C)c(-c2ccccc2P(C(C)(C)C)C(C)(C)C)c(C(C)C)c1.CN(C)C(=NC(C)(C)C)N(C)C.c1ccc(-c2ccno2)cc1. The product is CCc1ccc(Nc2ccc(C)cc2)cc1. No catalyst specified. The yield is 0.0260. (4) The reactants are Brc1ccccn1.Cc1ccc(N)cc1.O=S(=O)(O[Pd]1c2ccccc2-c2ccccc2N~1)C(F)(F)F.COc1ccc(OC)c(P([C@]23C[C@H]4C[C@H](C[C@H](C4)C2)C3)[C@]23C[C@H]4C[C@H](C[C@H](C4)C2)C3)c1-c1c(C(C)C)cc(C(C)C)cc1C(C)C.CN1CCCN2CCCN=C12.COC(=O)c1cc(-c2ccco2)on1. No catalyst specified. The product is Cc1ccc(Nc2ccccn2)cc1. The yield is 0.660. (5) The reactants are FC(F)(F)c1ccc(Br)cc1.Cc1ccc(N)cc1.O=S(=O)(O[Pd]1c2ccccc2-c2ccccc2N~1)C(F)(F)F.COc1ccc(OC)c(P(C(C)(C)C)C(C)(C)C)c1-c1c(C(C)C)cc(C(C)C)cc1C(C)C.CCN=P(N=P(N(C)C)(N(C)C)N(C)C)(N(C)C)N(C)C.Cc1cc(-n2cccc2)no1. No catalyst specified. The product is Cc1ccc(Nc2ccc(C(F)(F)F)cc2)cc1. The yield is 0.242. (6) The reactants are COc1ccc(Cl)cc1.Cc1ccc(N)cc1.O=S(=O)(O[Pd]1c2ccccc2-c2ccccc2N~1)C(F)(F)F.CC(C)c1cc(C(C)C)c(-c2ccccc2P(C(C)(C)C)C(C)(C)C)c(C(C)C)c1.CN(C)C(=NC(C)(C)C)N(C)C.Cc1cc(-n2cccc2)no1. No catalyst specified. The product is COc1ccc(Nc2ccc(C)cc2)cc1. The yield is 0.0103. (7) The reactants are CCc1ccc(Br)cc1.Cc1ccc(N)cc1.O=S(=O)(O[Pd]1c2ccccc2-c2ccccc2N~1)C(F)(F)F.CC(C)c1cc(C(C)C)c(-c2ccccc2P(C(C)(C)C)C(C)(C)C)c(C(C)C)c1.CCN=P(N=P(N(C)C)(N(C)C)N(C)C)(N(C)C)N(C)C.Cc1cc(-n2cccc2)no1. No catalyst specified. The product is CCc1ccc(Nc2ccc(C)cc2)cc1. The yield is 0.661. (8) The reactants are FC(F)(F)c1ccc(Cl)cc1.Cc1ccc(N)cc1.O=S(=O)(O[Pd]1c2ccccc2-c2ccccc2N~1)C(F)(F)F.COc1ccc(OC)c(P([C@]23C[C@H]4C[C@H](C[C@H](C4)C2)C3)[C@]23C[C@H]4C[C@H](C[C@H](C4)C2)C3)c1-c1c(C(C)C)cc(C(C)C)cc1C(C)C.CN1CCCN2CCCN=C12.c1ccc(-c2ccon2)cc1. No catalyst specified. The product is Cc1ccc(Nc2ccc(C(F)(F)F)cc2)cc1. The yield is 0.287. (9) The reactants are CCc1ccc(Br)cc1.Cc1ccc(N)cc1.O=S(=O)(O[Pd]1c2ccccc2-c2ccccc2N~1)C(F)(F)F.CC(C)c1cc(C(C)C)c(-c2ccccc2P(C2CCCCC2)C2CCCCC2)c(C(C)C)c1.CN(C)C(=NC(C)(C)C)N(C)C.c1ccc2nocc2c1. No catalyst specified. The product is CCc1ccc(Nc2ccc(C)cc2)cc1. The yield is 0.0113.